Dataset: hERG potassium channel inhibition data for cardiac toxicity prediction from Karim et al.. Task: Regression/Classification. Given a drug SMILES string, predict its toxicity properties. Task type varies by dataset: regression for continuous values (e.g., LD50, hERG inhibition percentage) or binary classification for toxic/non-toxic outcomes (e.g., AMES mutagenicity, cardiotoxicity, hepatotoxicity). Dataset: herg_karim. (1) The molecule is COc1c(N2CCC(C(C)NCCC#N)C2)c(F)cc2c(=O)c(C(=O)O)cn(C3CC3)c12. The result is 0 (non-blocker). (2) The compound is Nc1nc(N)c(N=O)c(OCC2CCCCC2)n1. The result is 0 (non-blocker).